This data is from Catalyst prediction with 721,799 reactions and 888 catalyst types from USPTO. The task is: Predict which catalyst facilitates the given reaction. (1) Reactant: [Cl:1][C:2]1[N:7]=[C:6]([NH2:8])[CH:5]=[CH:4][N:3]=1.[H-].[Na+].[CH3:11][N:12]([CH3:16])[C:13](Cl)=[O:14]. Product: [Cl:1][C:2]1[N:7]=[C:6]([NH:8][C:13](=[O:14])[N:12]([CH3:16])[CH3:11])[CH:5]=[CH:4][N:3]=1. The catalyst class is: 3. (2) Reactant: [Br:1][C:2]1[C:19]([CH3:20])=[C:18]([N+:21]([O-:23])=[O:22])[CH:17]=[C:16]([Br:24])[C:3]=1[O:4][C:5]1[CH:10]=[CH:9][C:8]([O:11]C)=[C:7]([CH:13]([CH3:15])[CH3:14])[CH:6]=1. Product: [Br:1][C:2]1[C:19]([CH3:20])=[C:18]([N+:21]([O-:23])=[O:22])[CH:17]=[C:16]([Br:24])[C:3]=1[O:4][C:5]1[CH:10]=[CH:9][C:8]([OH:11])=[C:7]([CH:13]([CH3:15])[CH3:14])[CH:6]=1. The catalyst class is: 2.